Dataset: Peptide-MHC class I binding affinity with 185,985 pairs from IEDB/IMGT. Task: Regression. Given a peptide amino acid sequence and an MHC pseudo amino acid sequence, predict their binding affinity value. This is MHC class I binding data. (1) The peptide sequence is AQQFANVISK. The MHC is HLA-A31:01 with pseudo-sequence HLA-A31:01. The binding affinity (normalized) is 0.300. (2) The peptide sequence is QIGDIIIAV. The MHC is HLA-A02:01 with pseudo-sequence HLA-A02:01. The binding affinity (normalized) is 0.475. (3) The peptide sequence is RTTVKTITV. The MHC is Mamu-A01 with pseudo-sequence Mamu-A01. The binding affinity (normalized) is 0.370. (4) The peptide sequence is YIVHSYLKNY. The MHC is HLA-A11:01 with pseudo-sequence HLA-A11:01. The binding affinity (normalized) is 0. (5) The peptide sequence is RTSWALCEA. The MHC is HLA-A30:01 with pseudo-sequence HLA-A30:01. The binding affinity (normalized) is 0.587.